From a dataset of Peptide-MHC class I binding affinity with 185,985 pairs from IEDB/IMGT. Regression. Given a peptide amino acid sequence and an MHC pseudo amino acid sequence, predict their binding affinity value. This is MHC class I binding data. (1) The binding affinity (normalized) is 0.257. The MHC is Mamu-A01 with pseudo-sequence Mamu-A01. The peptide sequence is KSSFYRNLLW. (2) The peptide sequence is VFHLYLQYI. The MHC is HLA-A23:01 with pseudo-sequence HLA-A23:01. The binding affinity (normalized) is 0.414. (3) The peptide sequence is SAWESFWRI. The MHC is HLA-A02:06 with pseudo-sequence HLA-A02:06. The binding affinity (normalized) is 1.00. (4) The peptide sequence is LQDSVDFSL. The MHC is HLA-A02:02 with pseudo-sequence HLA-A02:02. The binding affinity (normalized) is 0.645.